This data is from Retrosynthesis with 50K atom-mapped reactions and 10 reaction types from USPTO. The task is: Predict the reactants needed to synthesize the given product. (1) Given the product CCOC(=O)Cn1cc(F)c(N)nc1=O, predict the reactants needed to synthesize it. The reactants are: CCOC(=O)CBr.Nc1nc(=O)[nH]cc1F. (2) Given the product Cc1ccc(-c2noc3c(Cl)c(OCC(=O)O)ccc23)cc1, predict the reactants needed to synthesize it. The reactants are: CCOC(=O)COc1ccc2c(-c3ccc(C)cc3)noc2c1Cl.